Dataset: Catalyst prediction with 721,799 reactions and 888 catalyst types from USPTO. Task: Predict which catalyst facilitates the given reaction. Product: [ClH:23].[CH3:1][Si:2]([C:5]#[C:6][C:7]1[CH2:12][CH2:11][NH:10][CH2:9][CH:8]=1)([CH3:3])[CH3:4]. Reactant: [CH3:1][Si:2]([C:5]#[C:6][C:7]1[CH2:8][CH2:9][N:10](C(OC(C)(C)C)=O)[CH2:11][CH:12]=1)([CH3:4])[CH3:3].C([Cl:23])(=O)C.CCOC(C)=O. The catalyst class is: 5.